Dataset: Forward reaction prediction with 1.9M reactions from USPTO patents (1976-2016). Task: Predict the product of the given reaction. (1) Given the reactants [Br:1][C:2]1[CH:3]=[CH:4][C:5]([O:17][CH2:18][CH2:19]Br)=[C:6]([C:8]2[NH:9][C:10]3[C:15]([CH:16]=2)=[CH:14][CH:13]=[CH:12][CH:11]=3)[CH:7]=1.N#N.[H-].[Na+], predict the reaction product. The product is: [Br:1][C:2]1[CH:3]=[CH:4][C:5]2[O:17][CH2:18][CH2:19][N:9]3[C:10]4[CH:11]=[CH:12][CH:13]=[CH:14][C:15]=4[CH:16]=[C:8]3[C:6]=2[CH:7]=1. (2) Given the reactants [Br:1][C:2]1[C:3]([C:12]2[O:13][CH:14]=[CH:15][CH:16]=2)=[N:4][C:5]([NH2:11])=[N:6][C:7]=1S(C)=O.[CH2:17]([OH:19])[CH3:18].C1CCN2C(=NCCC2)CC1, predict the reaction product. The product is: [Br:1][C:2]1[C:7]([O:19][CH2:17][CH3:18])=[N:6][C:5]([NH2:11])=[N:4][C:3]=1[C:12]1[O:13][CH:14]=[CH:15][CH:16]=1.